This data is from Reaction yield outcomes from USPTO patents with 853,638 reactions. The task is: Predict the reaction yield, written as a fraction of the theoretical maximum amount of product (1.0 means a 100% yield; for example, 0.34 means a 34% yield). (1) The reactants are [Br:1][C:2]1[C:9]([O:10][CH3:11])=[CH:8][C:5]([CH:6]=[O:7])=[CH:4][C:3]=1[O:12][CH3:13].[CH2:14]([Mg]Br)[CH3:15]. The catalyst is C1COCC1. The product is [Br:1][C:2]1[C:9]([O:10][CH3:11])=[CH:8][C:5]([CH:6]([OH:7])[CH2:14][CH3:15])=[CH:4][C:3]=1[O:12][CH3:13]. The yield is 0.970. (2) The reactants are [Cl:1][C:2]1[CH:7]=[CH:6][C:5]([C:8]2[N:12]([CH2:13][C:14]([N:16]3[CH2:21][CH2:20][O:19][CH2:18][CH2:17]3)=[O:15])[C:11]3[CH:22]=[C:23]([C:25]([O:27]C)=[O:26])[S:24][C:10]=3[C:9]=2[CH:29]2[CH2:34][CH2:33][CH2:32][CH2:31][CH2:30]2)=[CH:4][CH:3]=1.B(Br)(Br)Br. No catalyst specified. The product is [Cl:1][C:2]1[CH:7]=[CH:6][C:5]([C:8]2[N:12]([CH2:13][C:14]([N:16]3[CH2:21][CH2:20][O:19][CH2:18][CH2:17]3)=[O:15])[C:11]3[CH:22]=[C:23]([C:25]([OH:27])=[O:26])[S:24][C:10]=3[C:9]=2[CH:29]2[CH2:34][CH2:33][CH2:32][CH2:31][CH2:30]2)=[CH:4][CH:3]=1. The yield is 0.470. (3) The reactants are [NH2:1][C:2]1[CH:3]=[CH:4][CH:5]=[C:6]2[C:11]=1[N:10]=[CH:9][CH:8]=[CH:7]2.C(N(CC)CC)C.[C:19](OC(=O)C)(=[O:21])[CH3:20].C([O-])(O)=O.[Na+]. The catalyst is CN(C)C1C=CN=CC=1.C(Cl)Cl. The product is [N:10]1[C:11]2[C:6](=[CH:5][CH:4]=[CH:3][C:2]=2[NH:1][C:19](=[O:21])[CH3:20])[CH:7]=[CH:8][CH:9]=1. The yield is 1.00. (4) The reactants are [F:1][C:2]1[CH:10]=[CH:9][C:5]([C:6]([OH:8])=O)=[CH:4][CH:3]=1.C(Cl)(=O)C(Cl)=O.[NH2:17][C:18]1[CH:23]=[CH:22][CH:21]=[CH:20][C:19]=1[S:24]([NH:27][C:28]1[CH:33]=[CH:32][C:31]([O:34][CH3:35])=[CH:30][CH:29]=1)(=[O:26])=[O:25].C(N(CC)CC)C. The catalyst is ClCCl.CN(C)C=O. The product is [CH3:35][O:34][C:31]1[CH:30]=[CH:29][C:28]([NH:27][S:24]([C:19]2[CH:20]=[CH:21][CH:22]=[CH:23][C:18]=2[NH:17][C:6](=[O:8])[C:5]2[CH:4]=[CH:3][C:2]([F:1])=[CH:10][CH:9]=2)(=[O:26])=[O:25])=[CH:33][CH:32]=1. The yield is 0.650. (5) The reactants are [C:1]1([NH:7][C:8]2[C:13]([C:14](=[O:16])[CH3:15])=[CH:12][CH:11]=[CH:10][N:9]=2)[CH:6]=[CH:5][CH:4]=[CH:3][CH:2]=1.[CH3:17][O:18][C:19](=[O:29])[C:20]1[CH:25]=[CH:24][C:23]([CH:26]=O)=[C:22]([F:28])[CH:21]=1.C[O-].[Na+].Cl. The catalyst is CO.O. The product is [CH3:17][O:18][C:19](=[O:29])[C:20]1[CH:25]=[CH:24][C:23](/[CH:26]=[CH:15]/[C:14](=[O:16])[C:13]2[C:8]([NH:7][C:1]3[CH:6]=[CH:5][CH:4]=[CH:3][CH:2]=3)=[N:9][CH:10]=[CH:11][CH:12]=2)=[C:22]([F:28])[CH:21]=1. The yield is 0.806. (6) The reactants are Cl[C:2]1[C:3]([C:12]([O:14]C)=O)=[N:4][CH:5]=[C:6]([C:8]([F:11])([F:10])[F:9])[CH:7]=1.[C:16]([O:20][CH3:21])(=[O:19])[CH2:17][SH:18].CC(C)([O-])C.[Na+].Cl. The catalyst is CN(C=O)C.O. The product is [OH:14][C:12]1[C:3]2=[N:4][CH:5]=[C:6]([C:8]([F:9])([F:10])[F:11])[CH:7]=[C:2]2[S:18][C:17]=1[C:16]([O:20][CH3:21])=[O:19]. The yield is 0.610.